This data is from Peptide-MHC class I binding affinity with 185,985 pairs from IEDB/IMGT. The task is: Regression. Given a peptide amino acid sequence and an MHC pseudo amino acid sequence, predict their binding affinity value. This is MHC class I binding data. (1) The peptide sequence is ILARWGSFK. The MHC is HLA-A03:01 with pseudo-sequence HLA-A03:01. The binding affinity (normalized) is 0.930. (2) The peptide sequence is RLLTALGNHIY. The MHC is Mamu-A02 with pseudo-sequence Mamu-A02. The binding affinity (normalized) is 0.857.